This data is from Reaction yield outcomes from USPTO patents with 853,638 reactions. The task is: Predict the reaction yield, written as a fraction of the theoretical maximum amount of product (1.0 means a 100% yield; for example, 0.34 means a 34% yield). (1) The reactants are [CH:1]([C:4]1[CH:9]=[CH:8][C:7]([CH:10]2[C:14]3([CH2:19][CH2:18][N:17]([CH3:20])[CH2:16][CH2:15]3)[O:13][C:12]3[C:21]([CH3:28])=[C:22]([CH3:27])[C:23]([NH2:26])=[C:24]([CH3:25])[C:11]2=3)=[CH:6][CH:5]=1)([CH3:3])[CH3:2].[Cl:29][C:30]1[CH:38]=[CH:37][C:33]([C:34](Cl)=[O:35])=[CH:32][CH:31]=1. The catalyst is CO. The product is [Cl:29][C:30]1[CH:38]=[CH:37][C:33]([C:34]([NH:26][C:23]2[C:22]([CH3:27])=[C:21]([CH3:28])[C:12]3[O:13][C:14]4([CH2:19][CH2:18][N:17]([CH3:20])[CH2:16][CH2:15]4)[CH:10]([C:7]4[CH:6]=[CH:5][C:4]([CH:1]([CH3:3])[CH3:2])=[CH:9][CH:8]=4)[C:11]=3[C:24]=2[CH3:25])=[O:35])=[CH:32][CH:31]=1. The yield is 0.580. (2) The reactants are [Cl:1][C:2]1[C:7]([OH:8])=[C:6]([F:9])[C:5]([CH3:10])=[CH:4][CH:3]=1.CC(C)([O-])C.[K+].[Br:17][C:18]1[CH:23]=[C:22](F)[CH:21]=[C:20]([Cl:25])[CH:19]=1. The catalyst is CS(C)=O.CCOC(C)=O. The product is [Br:17][C:18]1[CH:23]=[C:22]([O:8][C:7]2[C:6]([F:9])=[C:5]([CH3:10])[CH:4]=[CH:3][C:2]=2[Cl:1])[CH:21]=[C:20]([Cl:25])[CH:19]=1. The yield is 0.570. (3) The reactants are C(N([CH:7]([CH3:9])[CH3:8])CC)(C)C.[OH2:10].[OH:11][N:12]1C2C=CC=CC=2N=N1.[CH2:21]([C:23]([S:42]([CH3:45])(=[O:44])=[O:43])([CH2:27][CH2:28][N:29]1[CH:34]=[CH:33][C:32]([C:35]2[CH:40]=[CH:39][CH:38]=[CH:37][CH:36]=2)=[CH:31][C:30]1=[O:41])[C:24]([OH:26])=O)[CH3:22].Cl.CN(C)CCCN=C=N[CH2:55][CH3:56]. The catalyst is ClCCl.O. The product is [CH2:21]([C:23]([S:42]([CH3:45])(=[O:43])=[O:44])([CH2:27][CH2:28][N:29]1[CH:34]=[CH:33][C:32]([C:35]2[CH:40]=[CH:39][CH:38]=[CH:37][CH:36]=2)=[CH:31][C:30]1=[O:41])[C:24]([NH:12][O:11][CH:8]1[CH2:7][CH2:9][CH2:56][CH2:55][O:10]1)=[O:26])[CH3:22]. The yield is 1.00. (4) The reactants are [OH:1][C:2]1[CH:9]=[C:8]([O:10][CH2:11][O:12][CH3:13])[CH:7]=[CH:6][C:3]=1[CH:4]=[O:5].[H-].[Na+].Cl[C:17]1[CH:22]=[CH:21][C:20]([C:23]([F:26])([F:25])[F:24])=[CH:19][N:18]=1.O. The catalyst is CN(C)C=O. The product is [CH3:13][O:12][CH2:11][O:10][C:8]1[CH:7]=[CH:6][C:3]([CH:4]=[O:5])=[C:2]([O:1][C:17]2[CH:22]=[CH:21][C:20]([C:23]([F:26])([F:25])[F:24])=[CH:19][N:18]=2)[CH:9]=1. The yield is 0.710. (5) The reactants are [CH2:1]1[C:4]2([CH2:9][CH2:8][CH:7]([CH2:10][OH:11])[CH2:6][CH2:5]2)[CH2:3][CH2:2]1.CC(C)([O-])C.[K+].[N:18]1([S:22]([NH:25][C:26](=[O:36])[C:27]2[CH:32]=[C:31]([Cl:33])[C:30](F)=[CH:29][C:28]=2[F:35])(=[O:24])=[O:23])[CH2:21][CH2:20][CH2:19]1. The catalyst is CS(C)=O. The product is [N:18]1([S:22]([NH:25][C:26](=[O:36])[C:27]2[CH:32]=[C:31]([Cl:33])[C:30]([O:11][CH2:10][CH:7]3[CH2:6][CH2:5][C:4]4([CH2:1][CH2:2][CH2:3]4)[CH2:9][CH2:8]3)=[CH:29][C:28]=2[F:35])(=[O:24])=[O:23])[CH2:21][CH2:20][CH2:19]1. The yield is 0.360. (6) The reactants are [CH3:1][C:2]1[C:3]([C:8]([OH:10])=[O:9])=[N:4][CH:5]=[CH:6][CH:7]=1.[C:11](=O)([O-])[O-].[K+].[K+].IC. The catalyst is CC(C)=O. The product is [CH3:11][O:9][C:8]([C:3]1[C:2]([CH3:1])=[CH:7][CH:6]=[CH:5][N:4]=1)=[O:10]. The yield is 0.570. (7) The reactants are [NH2:1][C:2]1[CH:3]=[C:4]2[C:9](=[C:10]([Br:12])[CH:11]=1)[N:8]=[CH:7][C:6]([C:13]#[N:14])=[C:5]2[NH:15][C:16]1[CH:21]=[CH:20][C:19]([F:22])=[C:18]([Cl:23])[CH:17]=1.[CH2:24]([C:28]1[NH:29][C:30]([CH:33]=O)=[CH:31][N:32]=1)[CH2:25][CH2:26][CH3:27].[BH3-]C#N.[Na+]. The catalyst is C1COCC1.CO. The product is [Br:12][C:10]1[CH:11]=[C:2]([NH:1][CH2:33][C:30]2[NH:29][C:28]([CH2:24][CH2:25][CH2:26][CH3:27])=[N:32][CH:31]=2)[CH:3]=[C:4]2[C:9]=1[N:8]=[CH:7][C:6]([C:13]#[N:14])=[C:5]2[NH:15][C:16]1[CH:21]=[CH:20][C:19]([F:22])=[C:18]([Cl:23])[CH:17]=1. The yield is 0.480. (8) The reactants are [CH:1]1[N:5]=[CH:4][N:3]([CH2:6][C:7]([P:13]([OH:16])([OH:15])=[O:14])([P:9]([OH:12])([OH:11])=[O:10])[OH:8])[CH:2]=1.[OH-:17].[Na+:18].O. The catalyst is CO. The product is [CH:1]1[N:5]=[CH:4][N:3]([CH2:6][C:7]([P:9]([O-:12])([OH:11])=[O:10])([P:13]([O-:15])([OH:16])=[O:14])[OH:8])[CH:2]=1.[OH2:17].[OH2:8].[OH2:8].[OH2:8].[Na+:18].[Na+:18]. The yield is 0.930. (9) The product is [N:2]1([CH2:7][C:8]([N:22]2[CH2:23][C@H:19]([O:18][CH2:11][C:12]3[CH:17]=[CH:16][CH:15]=[CH:14][CH:13]=3)[CH2:20][C@H:21]2[C:24]([NH:26][C:27]2[CH:32]=[CH:31][C:30]([O:33][C:34]3[CH:39]=[CH:38][C:37]([F:40])=[CH:36][CH:35]=3)=[CH:29][CH:28]=2)=[O:25])=[O:10])[CH:6]=[N:5][CH:4]=[N:3]1. The reactants are Cl.[N:2]1([CH2:7][C:8]([OH:10])=O)[CH:6]=[N:5][CH:4]=[N:3]1.[CH2:11]([O:18][C@H:19]1[CH2:23][NH:22][C@H:21]([C:24]([NH:26][C:27]2[CH:32]=[CH:31][C:30]([O:33][C:34]3[CH:39]=[CH:38][C:37]([F:40])=[CH:36][CH:35]=3)=[CH:29][CH:28]=2)=[O:25])[CH2:20]1)[C:12]1[CH:17]=[CH:16][CH:15]=[CH:14][CH:13]=1. The yield is 0.300. No catalyst specified.